The task is: Predict the reactants needed to synthesize the given product.. This data is from Full USPTO retrosynthesis dataset with 1.9M reactions from patents (1976-2016). (1) Given the product [C:1]([O:5][C:6]([N:8]1[CH2:9][CH2:10][N:11]([CH2:21][C:20]2[CH:23]=[CH:24][C:17]([N:12]3[CH:16]=[CH:15][N:14]=[CH:13]3)=[CH:18][CH:19]=2)[C:39](=[O:41])[CH2:40]1)=[O:7])([CH3:4])([CH3:3])[CH3:2], predict the reactants needed to synthesize it. The reactants are: [C:1]([O:5][C:6]([NH:8][CH2:9][CH2:10][NH2:11])=[O:7])([CH3:4])([CH3:3])[CH3:2].[N:12]1([C:17]2[CH:24]=[CH:23][C:20]([CH:21]=O)=[CH:19][CH:18]=2)[CH:16]=[CH:15][N:14]=[CH:13]1.C(O)(=O)C.C(O[BH-](O[C:39](=[O:41])[CH3:40])OC(=O)C)(=O)C.[Na+]. (2) Given the product [CH2:9]([O:11][C:12](=[O:17])[C:13]([C:2]1[CH:7]=[CH:6][CH:5]=[C:4]([Br:8])[N:3]=1)([F:15])[F:14])[CH3:10], predict the reactants needed to synthesize it. The reactants are: Br[C:2]1[CH:7]=[CH:6][CH:5]=[C:4]([Br:8])[N:3]=1.[CH2:9]([O:11][C:12](=[O:17])[C:13](Br)([F:15])[F:14])[CH3:10].C(OC(=O)C)C.P([O-])([O-])(O)=O.[K+].[K+]. (3) Given the product [CH3:1][N:2]1[CH:10]=[C:9]2[C:4]([CH:5]=[CH:6][CH:7]=[C:8]2/[CH:11]=[CH:12]\[CH2:13][OH:14])=[N:3]1, predict the reactants needed to synthesize it. The reactants are: [CH3:1][N:2]1[CH:10]=[C:9]2[C:4]([CH:5]=[CH:6][CH:7]=[C:8]2[C:11]#[C:12][CH2:13][OH:14])=[N:3]1.